The task is: Regression. Given a peptide amino acid sequence and an MHC pseudo amino acid sequence, predict their binding affinity value. This is MHC class I binding data.. This data is from Peptide-MHC class I binding affinity with 185,985 pairs from IEDB/IMGT. (1) The peptide sequence is MWNFISGIQYL. The MHC is Patr-A0901 with pseudo-sequence Patr-A0901. The binding affinity (normalized) is 0.680. (2) The peptide sequence is FQMDYSLEY. The MHC is HLA-C08:02 with pseudo-sequence HLA-C08:02. The binding affinity (normalized) is 0.0847.